This data is from Forward reaction prediction with 1.9M reactions from USPTO patents (1976-2016). The task is: Predict the product of the given reaction. Given the reactants [CH3:1][CH:2]1[CH2:7][CH2:6][CH2:5][CH:4]([CH3:8])[N:3]1[CH2:9][CH2:10][NH2:11].Cl[C:13]1[N:14]=[N+:15]([O-:26])[C:16]2[CH:25]=[C:24]3[C:20]([CH2:21][CH2:22][CH2:23]3)=[CH:19][C:17]=2[N:18]=1, predict the reaction product. The product is: [CH3:1][CH:2]1[CH2:7][CH2:6][CH2:5][CH:4]([CH3:8])[N:3]1[CH2:9][CH2:10][NH:11][C:13]1[N:14]=[N+:15]([O-:26])[C:16]2[CH:25]=[C:24]3[C:20]([CH2:21][CH2:22][CH2:23]3)=[CH:19][C:17]=2[N:18]=1.